Dataset: Reaction yield outcomes from USPTO patents with 853,638 reactions. Task: Predict the reaction yield, written as a fraction of the theoretical maximum amount of product (1.0 means a 100% yield; for example, 0.34 means a 34% yield). (1) The yield is 0.433. The product is [CH2:25]([Sn:29]([CH2:30][CH2:31][CH2:32][CH3:33])([O:34][C:2]1[CH:7]=[CH:6][C:5]([C:8]([CH2:11][C:12]([CH3:13])([CH3:14])[CH3:15])([CH3:9])[CH3:10])=[CH:4][C:3]=1[N:16]1[N:17]=[C:18]2[CH:24]=[CH:23][CH:22]=[CH:21][C:19]2=[N:20]1)[O:1][C:2]1[CH:7]=[CH:6][C:5]([C:8]([CH2:11][C:12]([CH3:13])([CH3:14])[CH3:15])([CH3:9])[CH3:10])=[CH:4][C:3]=1[N:16]1[N:20]=[C:19]2[CH:21]=[CH:22][CH:23]=[CH:24][C:18]2=[N:17]1)[CH2:26][CH2:27][CH3:28]. The catalyst is C1(C)C=CC=CC=1. The reactants are [OH:1][C:2]1[CH:7]=[CH:6][C:5]([C:8]([CH2:11][C:12]([CH3:15])([CH3:14])[CH3:13])([CH3:10])[CH3:9])=[CH:4][C:3]=1[N:16]1[N:20]=[C:19]2[CH:21]=[CH:22][CH:23]=[CH:24][C:18]2=[N:17]1.[CH2:25]([Sn:29](=[O:34])[CH2:30][CH2:31][CH2:32][CH3:33])[CH2:26][CH2:27][CH3:28]. (2) The catalyst is [C].[Pd].[Fe](Cl)(Cl)Cl.C(OCC)(=O)C. The product is [F:29][C:30]([F:40])([F:41])[C:31]1[CH:32]=[CH:33][C:34]([NH:37][C:38]2[NH:24][C:3]3[CH:4]=[C:5]([O:6][C:7]4[CH:8]=[CH:9][C:10]5[N:11]([CH:13]=[C:14]([NH:16][C:17]([CH:19]6[CH2:21][CH2:20]6)=[O:18])[N:15]=5)[N:12]=4)[CH:22]=[CH:23][C:2]=3[N:1]=2)=[CH:35][CH:36]=1. The yield is 0.520. The reactants are [NH2:1][C:2]1[CH:23]=[CH:22][C:5]([O:6][C:7]2[CH:8]=[CH:9][C:10]3[N:11]([CH:13]=[C:14]([NH:16][C:17]([CH:19]4[CH2:21][CH2:20]4)=[O:18])[N:15]=3)[N:12]=2)=[CH:4][C:3]=1[N+:24]([O-])=O.CO.[F:29][C:30]([F:41])([F:40])[C:31]1[CH:36]=[CH:35][C:34]([N:37]=[C:38]=S)=[CH:33][CH:32]=1. (3) The reactants are [C:1]1([CH:7]=[CH:8][C:9](=[O:21])[CH2:10][C:11](=[O:20])[CH:12]=[CH:13][C:14]2[CH:19]=[CH:18][CH:17]=[CH:16][CH:15]=2)[CH:6]=[CH:5][CH:4]=[CH:3][CH:2]=1. The catalyst is [Pd].C(OCC)(=O)C. The product is [C:14]1([CH2:13][CH2:12][C:11](=[O:20])[CH2:10][C:9](=[O:21])[CH2:8][CH2:7][C:1]2[CH:2]=[CH:3][CH:4]=[CH:5][CH:6]=2)[CH:15]=[CH:16][CH:17]=[CH:18][CH:19]=1. The yield is 0.700. (4) The reactants are [CH2:1]([O:3][C:4]([C:6]1[NH:7][CH:8]=[C:9]([N+:11]([O-:13])=[O:12])[CH:10]=1)=[O:5])[CH3:2].[H-].[Na+].[CH3:16][S:17](Cl)(=[O:19])=[O:18].O. The catalyst is C1COCC1. The product is [CH2:1]([O:3][C:4]([C:6]1[N:7]([S:17]([CH3:16])(=[O:19])=[O:18])[CH:8]=[C:9]([N+:11]([O-:13])=[O:12])[CH:10]=1)=[O:5])[CH3:2]. The yield is 0.840. (5) The reactants are C1(P(C2C=CC=CC=2)C2C=CC=CC=2)C=CC=CC=1.[Cl:20][C:21]1[CH:40]=[CH:39][C:24]([NH:25][C:26]2[C:35]3[C:30](=[CH:31][C:32]([OH:38])=[C:33]([O:36][CH3:37])[CH:34]=3)[N:29]=[CH:28][N:27]=2)=[C:23]([F:41])[CH:22]=1.[C:42]([O:46][C:47]([NH:49][CH2:50][CH2:51][CH2:52]O)=[O:48])([CH3:45])([CH3:44])[CH3:43].N(C(OCC)=O)=NC(OCC)=O. The catalyst is C(Cl)Cl. The product is [C:42]([O:46][C:47]([NH:49][CH2:50][CH2:51][CH2:52][O:38][C:32]1[CH:31]=[C:30]2[C:35]([C:26]([NH:25][C:24]3[CH:39]=[CH:40][C:21]([Cl:20])=[CH:22][C:23]=3[F:41])=[N:27][CH:28]=[N:29]2)=[CH:34][C:33]=1[O:36][CH3:37])=[O:48])([CH3:45])([CH3:44])[CH3:43]. The yield is 0.420. (6) The reactants are Br[CH2:2][CH2:3][CH2:4][CH2:5][C:6]([CH3:16])([CH3:15])[CH2:7][O:8][CH:9]1[CH2:14][CH2:13][CH2:12][CH2:11][O:10]1.[OH2:17].[OH2:18].O.O.O.O.O.O.O.[S-2:26].[Na+].[Na+]. The catalyst is C(O)C.O. The product is [CH3:15][C:6]([CH3:16])([CH2:7][O:8][CH:9]1[CH2:14][CH2:13][CH2:12][CH2:11][O:10]1)[CH2:5][CH2:4][CH2:3][CH2:2][S:26][CH2:2][CH2:3][CH2:4][CH2:5][C:6]([CH3:16])([CH3:15])[CH2:7][O:17][CH:11]1[CH2:12][CH2:13][CH2:14][CH2:9][O:18]1. The yield is 0.780.